This data is from Forward reaction prediction with 1.9M reactions from USPTO patents (1976-2016). The task is: Predict the product of the given reaction. (1) Given the reactants [CH3:1][C:2]1([CH3:36])[C:8](=[O:9])[NH:7][C:6]2[N:10]=[CH:11][C:12](/[CH:14]=[CH:15]/[C:16]([N:18]([CH3:35])[CH2:19][C:20]3[CH:25]=[CH:24][CH:23]=[C:22]([O:26][C:27]([F:30])([F:29])[F:28])[C:21]=3[O:31][CH2:32][CH2:33][CH3:34])=[O:17])=[CH:13][C:5]=2[CH2:4][NH:3]1.[ClH:37], predict the reaction product. The product is: [ClH:37].[CH3:36][C:2]1([CH3:1])[C:8](=[O:9])[NH:7][C:6]2[N:10]=[CH:11][C:12](/[CH:14]=[CH:15]/[C:16]([N:18]([CH3:35])[CH2:19][C:20]3[CH:25]=[CH:24][CH:23]=[C:22]([O:26][C:27]([F:29])([F:30])[F:28])[C:21]=3[O:31][CH2:32][CH2:33][CH3:34])=[O:17])=[CH:13][C:5]=2[CH2:4][NH:3]1. (2) Given the reactants [Cl:1][C:2]1[N:3]=[C:4](Cl)[C:5]2[S:10][CH:9]=[CH:8][C:6]=2[N:7]=1.C([O-])([O-])=O.[K+].[K+].[CH2:18]([O:20][C:21]([Sn](CCCC)(CCCC)CCCC)=[CH2:22])[CH3:19], predict the reaction product. The product is: [Cl:1][C:2]1[N:3]=[C:4]([C:18]([O:20][CH2:21][CH3:22])=[CH2:19])[C:5]2[S:10][CH:9]=[CH:8][C:6]=2[N:7]=1. (3) Given the reactants [Cl:1][C:2]1[CH:3]=[C:4]([C:12]2[CH:17]=[C:16]([C:18]([F:21])([F:20])[F:19])[N:15]3[N:22]=[CH:23][C:24]([C:25]([OH:27])=O)=[C:14]3[N:13]=2)[CH:5]=[CH:6][C:7]=1[C:8]([F:11])([F:10])[F:9].[NH2:28][C:29]1[CH:30]=[C:31]([S:35]([NH:38][C:39]([CH3:43])([CH3:42])[CH2:40][OH:41])(=[O:37])=[O:36])[CH:32]=[CH:33][CH:34]=1, predict the reaction product. The product is: [OH:41][CH2:40][C:39]([NH:38][S:35]([C:31]1[CH:30]=[C:29]([NH:28][C:25]([C:24]2[CH:23]=[N:22][N:15]3[C:16]([C:18]([F:21])([F:19])[F:20])=[CH:17][C:12]([C:4]4[CH:5]=[CH:6][C:7]([C:8]([F:10])([F:9])[F:11])=[C:2]([Cl:1])[CH:3]=4)=[N:13][C:14]=23)=[O:27])[CH:34]=[CH:33][CH:32]=1)(=[O:37])=[O:36])([CH3:43])[CH3:42]. (4) Given the reactants C1(P(C2C=CC=CC=2)C2C=CC=CC=2)C=CC=CC=1.Br[C:21]1[CH:22]=[N:23][C:24]([C:27]2[CH:32]=[CH:31][CH:30]=[CH:29][CH:28]=2)=[N:25][CH:26]=1.C([Sn](CCCC)(CCCC)[C:38]([O:40]CC)=C)CCC.Cl.C(=O)(O)[O-].[Na+], predict the reaction product. The product is: [C:27]1([C:24]2[N:23]=[CH:22][C:21]([CH:38]=[O:40])=[CH:26][N:25]=2)[CH:32]=[CH:31][CH:30]=[CH:29][CH:28]=1. (5) Given the reactants [C:1]([OH:10])(=O)/[CH:2]=[CH:3]/[CH2:4][CH2:5][CH2:6][CH2:7][CH3:8].[CH3:11][O:12][C:13](=[O:20])[C@@H:14]([CH2:16][CH:17]([CH3:19])[CH3:18])[NH2:15], predict the reaction product. The product is: [CH3:18][CH:17]([CH3:19])[CH2:16][C@@H:14]([NH:15][C:1](=[O:10])/[CH:2]=[CH:3]/[CH2:4][CH2:5][CH2:6][CH2:7][CH3:8])[C:13]([O:12][CH3:11])=[O:20]. (6) Given the reactants [C:1]1([CH:7]([N:13]2[C:17]3[CH:18]=[CH:19][CH:20]=[C:21]([N:22]4[CH2:27][CH2:26][CH:25]([C:28]([NH:30][C:31]5[NH:32][CH2:33][CH2:34][CH2:35][N:36]=5)=[O:29])[CH2:24][CH2:23]4)[C:16]=3[N:15]=[CH:14]2)[CH2:8][C:9]([O:11]C)=[O:10])[CH:6]=[CH:5][CH:4]=[CH:3][CH:2]=1, predict the reaction product. The product is: [C:1]1([CH:7]([N:13]2[C:17]3[CH:18]=[CH:19][CH:20]=[C:21]([N:22]4[CH2:27][CH2:26][CH:25]([C:28]([NH:30][C:31]5[NH:32][CH2:33][CH2:34][CH2:35][N:36]=5)=[O:29])[CH2:24][CH2:23]4)[C:16]=3[N:15]=[CH:14]2)[CH2:8][C:9]([OH:11])=[O:10])[CH:6]=[CH:5][CH:4]=[CH:3][CH:2]=1. (7) Given the reactants [NH2:1][C:2]1[N:6]([C:7]2[C:12]([Cl:13])=[CH:11][C:10]([C:14]([F:17])([F:16])[F:15])=[CH:9][C:8]=2[Cl:18])[N:5]=[C:4]([S:19][CH3:20])[C:3]=1[C:21](=[O:35])[C:22]1[CH:27]=[C:26]([CH2:28][CH2:29][C:30](OC)=[O:31])[CH:25]=[CH:24][C:23]=1[CH3:34].CC(C[AlH]CC(C)C)C, predict the reaction product. The product is: [NH2:1][C:2]1[N:6]([C:7]2[C:12]([Cl:13])=[CH:11][C:10]([C:14]([F:17])([F:15])[F:16])=[CH:9][C:8]=2[Cl:18])[N:5]=[C:4]([S:19][CH3:20])[C:3]=1[C:21](=[O:35])[C:22]1[CH:27]=[C:26]([CH2:28][CH2:29][CH2:30][OH:31])[CH:25]=[CH:24][C:23]=1[CH3:34].